Dataset: NCI-60 drug combinations with 297,098 pairs across 59 cell lines. Task: Regression. Given two drug SMILES strings and cell line genomic features, predict the synergy score measuring deviation from expected non-interaction effect. (1) Drug 1: CN1CCC(CC1)COC2=C(C=C3C(=C2)N=CN=C3NC4=C(C=C(C=C4)Br)F)OC. Synergy scores: CSS=10.3, Synergy_ZIP=16.0, Synergy_Bliss=21.2, Synergy_Loewe=18.5, Synergy_HSA=18.8. Drug 2: CC1C(C(=O)NC(C(=O)N2CCCC2C(=O)N(CC(=O)N(C(C(=O)O1)C(C)C)C)C)C(C)C)NC(=O)C3=C4C(=C(C=C3)C)OC5=C(C(=O)C(=C(C5=N4)C(=O)NC6C(OC(=O)C(N(C(=O)CN(C(=O)C7CCCN7C(=O)C(NC6=O)C(C)C)C)C)C(C)C)C)N)C. Cell line: BT-549. (2) Drug 1: C1=NC2=C(N=C(N=C2N1C3C(C(C(O3)CO)O)O)F)N. Drug 2: CCN(CC)CCNC(=O)C1=C(NC(=C1C)C=C2C3=C(C=CC(=C3)F)NC2=O)C. Cell line: U251. Synergy scores: CSS=-6.70, Synergy_ZIP=5.73, Synergy_Bliss=1.36, Synergy_Loewe=3.24, Synergy_HSA=-6.53. (3) Drug 1: CC1C(C(CC(O1)OC2CC(CC3=C2C(=C4C(=C3O)C(=O)C5=C(C4=O)C(=CC=C5)OC)O)(C(=O)C)O)N)O.Cl. Drug 2: CC1CCC2CC(C(=CC=CC=CC(CC(C(=O)C(C(C(=CC(C(=O)CC(OC(=O)C3CCCCN3C(=O)C(=O)C1(O2)O)C(C)CC4CCC(C(C4)OC)OCCO)C)C)O)OC)C)C)C)OC. Cell line: LOX IMVI. Synergy scores: CSS=25.0, Synergy_ZIP=-2.47, Synergy_Bliss=-0.128, Synergy_Loewe=3.78, Synergy_HSA=5.02. (4) Drug 2: CC(C)CN1C=NC2=C1C3=CC=CC=C3N=C2N. Cell line: LOX IMVI. Drug 1: CC1=C(C=C(C=C1)NC2=NC=CC(=N2)N(C)C3=CC4=NN(C(=C4C=C3)C)C)S(=O)(=O)N.Cl. Synergy scores: CSS=-2.12, Synergy_ZIP=-1.99, Synergy_Bliss=-7.50, Synergy_Loewe=-4.58, Synergy_HSA=-5.89.